This data is from Reaction yield outcomes from USPTO patents with 853,638 reactions. The task is: Predict the reaction yield, written as a fraction of the theoretical maximum amount of product (1.0 means a 100% yield; for example, 0.34 means a 34% yield). (1) The reactants are [C:1]([CH2:3][C:4]([NH:6][C:7]1[CH:8]=[N:9][CH:10]=[CH:11][C:12]=1[N:13]1[CH2:18][CH2:17][N:16]([CH3:19])[CH2:15][CH2:14]1)=O)#[N:2].C([O-])(=O)C.[Na+].ClC(Cl)(Cl)[C:27]#[N:28].[OH2:31].[NH2:32][NH2:33]. The catalyst is C(O)C. The product is [NH2:2][C:1]1[C:3]([C:4]([NH:6][C:7]2[CH:8]=[N:9][CH:10]=[CH:11][C:12]=2[N:13]2[CH2:18][CH2:17][N:16]([CH3:19])[CH2:15][CH2:14]2)=[O:31])=[C:27]([NH2:28])[NH:33][N:32]=1. The yield is 0.510. (2) The reactants are [CH2:1]([O:8][C:9](=[O:15])[NH:10][C@@H:11]([CH3:14])[CH:12]=[CH2:13])[C:2]1[CH:7]=[CH:6][CH:5]=[CH:4][CH:3]=1.B1C2CCCC1CCC2.C1C[O:28]CC1. No catalyst specified. The product is [CH2:1]([O:8][C:9](=[O:15])[NH:10][C@@H:11]([CH3:14])[CH2:12][CH2:13][OH:28])[C:2]1[CH:7]=[CH:6][CH:5]=[CH:4][CH:3]=1. The yield is 0.870. (3) The reactants are COC1C=C2C(=C(N)C=1)[N:9]=C(C)C=C2.C[C:16]1[CH:21]=[CH:20][C:19]([S:22](Cl)(=[O:24])=[O:23])=[C:18]([N+:26]([O-:28])=[O:27])[CH:17]=1. The catalyst is N1C=CC=CC=1. The product is [N+:26]([C:18]1[CH:17]=[CH:16][CH:21]=[CH:20][C:19]=1[S:22]([NH2:9])(=[O:24])=[O:23])([O-:28])=[O:27]. The yield is 0.790. (4) The reactants are [N+:1]([C:4]1[CH:12]=[CH:11][CH:10]=[C:9]2[C:5]=1[CH2:6][CH2:7][CH2:8]2)([O-])=O.C(OCC)(=O)C. The catalyst is C(O)C.[Pd]. The product is [NH2:1][C:4]1[CH:12]=[CH:11][CH:10]=[C:9]2[C:5]=1[CH2:6][CH2:7][CH2:8]2. The yield is 0.860. (5) The reactants are [CH3:1][C@@:2]12[CH2:7][C@:6]1([C:8]1[CH:13]=[CH:12][C:11]([C:14]([F:17])([F:16])[F:15])=[CH:10][CH:9]=1)[CH2:5][N:4]([CH2:18][CH2:19][CH2:20][N:21]1[CH:26]=[C:25]([C:27]3[CH:32]=[CH:31][CH:30]=[C:29]([C:33]([F:36])([F:35])[F:34])[N:28]=3)[C:24](=[O:37])[NH:23][C:22]1=[O:38])[CH2:3]2.[ClH:39]. The catalyst is O1CCOCC1. The product is [ClH:39].[ClH:39].[CH3:1][C@@:2]12[CH2:7][C@:6]1([C:8]1[CH:9]=[CH:10][C:11]([C:14]([F:15])([F:16])[F:17])=[CH:12][CH:13]=1)[CH2:5][N:4]([CH2:18][CH2:19][CH2:20][N:21]1[CH:26]=[C:25]([C:27]3[CH:32]=[CH:31][CH:30]=[C:29]([C:33]([F:36])([F:35])[F:34])[N:28]=3)[C:24](=[O:37])[NH:23][C:22]1=[O:38])[CH2:3]2. The yield is 0.150.